The task is: Predict the product of the given reaction.. This data is from Forward reaction prediction with 1.9M reactions from USPTO patents (1976-2016). Given the reactants [CH:1]1([N:4]2[C:8]3[C:9]([O:23][C@@H:24]([C@H:26]4[CH2:30][NH:29][C:28](=[O:31])[CH2:27]4)[CH3:25])=[CH:10][C:11](C4C=CC5OCCNC=5N=4)=[CH:12][C:7]=3[N:6]=[CH:5]2)[CH2:3][CH2:2]1.Br[C:33]1[N:34]=[N:35][C:36]([N:39]2[CH2:44][CH2:43][N:42]([CH:45]3[CH2:48][O:47][CH2:46]3)[CH2:41][CH2:40]2)=[CH:37][CH:38]=1, predict the reaction product. The product is: [CH:1]1([N:4]2[C:8]3[C:9]([O:23][C@@H:24]([C@H:26]4[CH2:30][NH:29][C:28](=[O:31])[CH2:27]4)[CH3:25])=[CH:10][C:11]([C:33]4[N:34]=[N:35][C:36]([N:39]5[CH2:44][CH2:43][N:42]([CH:45]6[CH2:48][O:47][CH2:46]6)[CH2:41][CH2:40]5)=[CH:37][CH:38]=4)=[CH:12][C:7]=3[N:6]=[CH:5]2)[CH2:2][CH2:3]1.